From a dataset of Forward reaction prediction with 1.9M reactions from USPTO patents (1976-2016). Predict the product of the given reaction. (1) Given the reactants [Br:1]N1C(=O)CCC1=O.[CH3:9][C:10]([CH3:39])([CH3:38])[C:11]([NH:13][C:14]1[C:15]([C:34]([O:36][CH3:37])=[O:35])=[C:16]([CH2:20][CH2:21][CH:22]2[CH2:26][CH2:25][CH2:24][N:23]2[C:27]([O:29][C:30]([CH3:33])([CH3:32])[CH3:31])=[O:28])[CH:17]=[CH:18][CH:19]=1)=[O:12], predict the reaction product. The product is: [Br:1][C:17]1[C:16]([CH2:20][CH2:21][CH:22]2[CH2:26][CH2:25][CH2:24][N:23]2[C:27]([O:29][C:30]([CH3:31])([CH3:32])[CH3:33])=[O:28])=[C:15]([C:34]([O:36][CH3:37])=[O:35])[C:14]([NH:13][C:11](=[O:12])[C:10]([CH3:39])([CH3:38])[CH3:9])=[CH:19][CH:18]=1. (2) Given the reactants C1(P(C2CCCCC2)C2C=CC=CC=2C2C(C(C)C)=CC(C(C)C)=CC=2C(C)C)CCCCC1.[O:35]1[CH2:40][CH2:39][N:38]([C:41]2[C:46]([NH2:47])=[CH:45][C:44]([N:48]3[CH2:53][CH2:52][O:51][CH2:50][CH2:49]3)=[CH:43][N:42]=2)[CH2:37][CH2:36]1.Cl[C:55]1[C:64]2[C:59](=[C:60]([Cl:66])[C:61]([F:65])=[CH:62][CH:63]=2)[N:58]=[C:57]([C:67]2[CH:72]=[CH:71][CH:70]=[CH:69][N:68]=2)[C:56]=1[CH3:73].CC(C)([O-])C.[Na+], predict the reaction product. The product is: [Cl:66][C:60]1[C:61]([F:65])=[CH:62][CH:63]=[C:64]2[C:59]=1[N:58]=[C:57]([C:67]1[CH:72]=[CH:71][CH:70]=[CH:69][N:68]=1)[C:56]([CH3:73])=[C:55]2[NH:47][C:46]1[C:41]([N:38]2[CH2:39][CH2:40][O:35][CH2:36][CH2:37]2)=[N:42][CH:43]=[C:44]([N:48]2[CH2:49][CH2:50][O:51][CH2:52][CH2:53]2)[CH:45]=1.